This data is from Peptide-MHC class II binding affinity with 134,281 pairs from IEDB. The task is: Regression. Given a peptide amino acid sequence and an MHC pseudo amino acid sequence, predict their binding affinity value. This is MHC class II binding data. (1) The peptide sequence is SSKVTITDTTIGTGD. The MHC is HLA-DPA10103-DPB10301 with pseudo-sequence HLA-DPA10103-DPB10301. The binding affinity (normalized) is 0. (2) The MHC is HLA-DQA10101-DQB10501 with pseudo-sequence HLA-DQA10101-DQB10501. The peptide sequence is EKKYFAATQFNPLAA. The binding affinity (normalized) is 0.250. (3) The peptide sequence is EATTDGLGWYKIEID. The MHC is HLA-DPA10103-DPB10301 with pseudo-sequence HLA-DPA10103-DPB10301. The binding affinity (normalized) is 0. (4) The peptide sequence is VYYLTRDPTTPLARAAWETA. The MHC is DRB1_0405 with pseudo-sequence DRB1_0405. The binding affinity (normalized) is 0.485. (5) The peptide sequence is YLIIGILTL. The MHC is HLA-DQA10103-DQB10603 with pseudo-sequence HLA-DQA10103-DQB10603. The binding affinity (normalized) is 0.